From a dataset of Full USPTO retrosynthesis dataset with 1.9M reactions from patents (1976-2016). Predict the reactants needed to synthesize the given product. (1) Given the product [CH3:22][O:21][C:15]1[CH:14]=[C:13]([C:11]([C:5]2[CH:6]=[C:7]([O:9][CH3:10])[CH:8]=[C:3]([O:2][CH3:1])[CH:4]=2)([OH:12])[C:23]#[CH:24])[CH:18]=[C:17]([O:19][CH3:20])[CH:16]=1, predict the reactants needed to synthesize it. The reactants are: [CH3:1][O:2][C:3]1[CH:4]=[C:5]([C:11]([C:13]2[CH:18]=[C:17]([O:19][CH3:20])[CH:16]=[C:15]([O:21][CH3:22])[CH:14]=2)=[O:12])[CH:6]=[C:7]([O:9][CH3:10])[CH:8]=1.[CH2:23]1COC[CH2:24]1.C([Mg]Br)#C.CC(C)=O.CCCCCC. (2) Given the product [C:5]([Cl:3])(=[O:24])[CH2:6][CH2:7][CH2:8][CH2:9][CH2:10][CH2:11][CH2:12][CH2:13][CH2:14][CH2:15][CH2:16][CH2:17][CH2:18][CH2:19][CH2:20][CH2:21][CH3:22], predict the reactants needed to synthesize it. The reactants are: S(Cl)([Cl:3])=O.[C:5]([OH:24])(=O)[CH2:6][CH2:7][CH2:8][CH2:9][CH2:10][CH2:11][CH2:12][CH2:13][CH2:14][CH2:15][CH2:16][CH2:17][CH2:18][CH2:19][CH2:20][CH2:21][CH3:22]. (3) Given the product [F:9][C:10]1([F:20])[CH2:12][CH:11]1[C:13](=[O:14])[CH2:2][C:1]#[N:3], predict the reactants needed to synthesize it. The reactants are: [C:1](#[N:3])[CH3:2].C([Li])CCC.[F:9][C:10]1([F:20])[CH2:12][CH:11]1[C:13](OCCCC)=[O:14].Cl. (4) Given the product [C:1]([O:5][C:6]([N:8]1[CH2:13][CH2:12][CH:11]([CH2:14][CH2:15][O:16][C:17]2[CH:22]=[C:21]([NH:36][CH2:35][CH:32]3[CH2:31][CH2:30][C:29]4([CH2:28][CH2:27][CH2:26]4)[CH2:34][CH2:33]3)[N:20]=[C:19]([C:24]#[N:25])[N:18]=2)[CH2:10][CH2:9]1)=[O:7])([CH3:4])([CH3:3])[CH3:2], predict the reactants needed to synthesize it. The reactants are: [C:1]([O:5][C:6]([N:8]1[CH2:13][CH2:12][CH:11]([CH2:14][CH2:15][O:16][C:17]2[CH:22]=[C:21](Cl)[N:20]=[C:19]([C:24]#[N:25])[N:18]=2)[CH2:10][CH2:9]1)=[O:7])([CH3:4])([CH3:3])[CH3:2].[CH2:26]1[C:29]2([CH2:34][CH2:33][CH:32]([CH2:35][NH2:36])[CH2:31][CH2:30]2)[CH2:28][CH2:27]1.C([O-])([O-])=O.[K+].[K+]. (5) Given the product [CH2:12]([N:11]([CH2:14][CH3:15])[CH2:10][CH2:9][CH2:8][NH:7][C:5](=[O:6])[C:4]1[CH:16]=[CH:17][CH:18]=[C:2]([NH:19][C:20]2[CH:34]=[CH:33][CH:32]=[C:22]([C:23](=[O:24])[NH:25][C:26]3[CH:31]=[CH:30][N:29]=[CH:28][CH:27]=3)[CH:21]=2)[CH:3]=1)[CH3:13], predict the reactants needed to synthesize it. The reactants are: Br[C:2]1[CH:3]=[C:4]([CH:16]=[CH:17][CH:18]=1)[C:5]([NH:7][CH2:8][CH2:9][CH2:10][N:11]([CH2:14][CH3:15])[CH2:12][CH3:13])=[O:6].[NH2:19][C:20]1[CH:21]=[C:22]([CH:32]=[CH:33][CH:34]=1)[C:23]([NH:25][C:26]1[CH:31]=[CH:30][N:29]=[CH:28][CH:27]=1)=[O:24].CC(C1C=C(C(C)C)C(C2C=CC=CC=2P(C2CCCCC2)C2CCCCC2)=C(C(C)C)C=1)C.C([O-])([O-])=O.[K+].[K+]. (6) Given the product [CH3:31][N:7]1[C:6]([CH2:5][CH:3]2[CH2:2][N:1]([C@H:34]3[CH2:35][CH2:36][O:32][CH2:33]3)[CH2:4]2)=[N:14][C:13]2[C:8]1=[N:9][C:10]([N:21]1[C:25]3[CH:26]=[CH:27][CH:28]=[CH:29][C:24]=3[N:23]=[C:22]1[CH3:30])=[N:11][C:12]=2[N:15]1[CH2:20][CH2:19][O:18][CH2:17][CH2:16]1, predict the reactants needed to synthesize it. The reactants are: [NH:1]1[CH2:4][CH:3]([CH2:5][C:6]2[N:7]([CH3:31])[C:8]3[C:13]([N:14]=2)=[C:12]([N:15]2[CH2:20][CH2:19][O:18][CH2:17][CH2:16]2)[N:11]=[C:10]([N:21]2[C:25]4[CH:26]=[CH:27][CH:28]=[CH:29][C:24]=4[N:23]=[C:22]2[CH3:30])[N:9]=3)[CH2:2]1.[O:32]1[CH2:36][CH2:35][C:34](=O)[CH2:33]1. (7) Given the product [CH3:29][N:26]1[CH2:27][CH2:28][N:23]([C:21]([O:18][CH:9]2[N:8]([C:5]3[CH:4]=[CH:3][C:2]([Cl:1])=[CH:7][N:6]=3)[C:16](=[O:17])[C:15]3[N:14]=[CH:13][CH:12]=[N:11][C:10]2=3)=[O:22])[CH2:24][CH2:25]1, predict the reactants needed to synthesize it. The reactants are: [Cl:1][C:2]1[CH:3]=[CH:4][C:5]([N:8]2[CH:16]([OH:17])[C:15]3[C:10](=[N:11][CH:12]=[CH:13][N:14]=3)[C:9]2=[O:18])=[N:6][CH:7]=1.Cl.Cl[C:21]([N:23]1[CH2:28][CH2:27][N:26]([CH3:29])[CH2:25][CH2:24]1)=[O:22]. (8) Given the product [CH3:56][O:57][C:58](=[O:59])[NH:60][C@@H:61]([CH:65]([CH3:67])[CH3:66])[C:48]([N:44]1[CH2:45][CH2:46][CH2:47][C@@H:43]1[C:41]1[NH:42][C:38]([C:34]2[CH:35]=[CH:36][C:37]3[C:25]4[C:26](=[C:27]5[C:22](=[CH:23][CH:24]=4)[C:20]4[N:21]=[C:17]([C@@H:13]6[CH2:14][CH2:15][CH2:16][N:12]6[C:10](=[O:11])[C@@H:6]([NH:5][C:3]([O:2][CH3:1])=[O:4])[CH:7]([CH3:8])[CH3:9])[NH:18][C:19]=4[CH:29]=[CH:28]5)[O:30][CH2:31][C:32]=3[CH:33]=2)=[CH:39][N:40]=1)=[O:49], predict the reactants needed to synthesize it. The reactants are: [CH3:1][O:2][C:3]([NH:5][C@H:6]([C:10]([N:12]1[CH2:16][CH2:15][CH2:14][C@H:13]1[C:17]1[NH:18][C:19]2[CH:29]=[CH:28][C:27]3[C:22](=[CH:23][CH:24]=[C:25]4[C:37]5[CH:36]=[CH:35][C:34]([C:38]6[NH:42][C:41]([C@H:43]7[CH2:47][CH2:46][CH2:45][N:44]7[C:48](OC(C)(C)C)=[O:49])=[N:40][CH:39]=6)=[CH:33][C:32]=5[CH2:31][O:30][C:26]4=3)[C:20]=2[N:21]=1)=[O:11])[CH:7]([CH3:9])[CH3:8])=[O:4].Cl.[CH3:56][O:57][C:58]([NH:60][C@@H:61]([CH:65]([CH3:67])[CH3:66])C(O)=O)=[O:59].CN(C(ON1N=NC2C=CC=NC1=2)=[N+](C)C)C.F[P-](F)(F)(F)(F)F.C(N(C(C)C)CC)(C)C.